From a dataset of Reaction yield outcomes from USPTO patents with 853,638 reactions. Predict the reaction yield, written as a fraction of the theoretical maximum amount of product (1.0 means a 100% yield; for example, 0.34 means a 34% yield). (1) The reactants are C([O-])([O-])=O.[K+].[K+].[F:7][C:8]([F:17])([F:16])[C:9]1[CH:10]=[C:11]([OH:15])[CH:12]=[CH:13][CH:14]=1.F[C:19]1[CH:26]=[CH:25][C:22]([CH:23]=[O:24])=[CH:21][CH:20]=1. The catalyst is CN(C=O)C. The product is [F:7][C:8]([F:16])([F:17])[C:9]1[CH:10]=[C:11]([CH:12]=[CH:13][CH:14]=1)[O:15][C:19]1[CH:26]=[CH:25][C:22]([CH:23]=[O:24])=[CH:21][CH:20]=1. The yield is 0.669. (2) The reactants are [CH3:1][O:2][C:3]1[CH:8]=[C:7]([CH:9]2[CH2:14][CH2:13][NH:12][CH2:11][CH2:10]2)[CH:6]=[CH:5][C:4]=1[NH:15][C:16]1[N:21]=[C:20]([CH2:22][CH2:23][C:24]2[CH:29]=[CH:28][CH:27]=[CH:26][C:25]=2[CH2:30][C:31]([O:33][CH3:34])=[O:32])[C:19]([C:35]([F:38])([F:37])[F:36])=[CH:18][N:17]=1.[CH3:39][C:40]([O:43][C:44](O[C:44]([O:43][C:40]([CH3:42])([CH3:41])[CH3:39])=[O:45])=[O:45])([CH3:42])[CH3:41].CO.C(Cl)Cl. The catalyst is C(Cl)Cl. The product is [CH3:1][O:2][C:3]1[CH:8]=[C:7]([CH:9]2[CH2:14][CH2:13][N:12]([C:44]([O:43][C:40]([CH3:42])([CH3:41])[CH3:39])=[O:45])[CH2:11][CH2:10]2)[CH:6]=[CH:5][C:4]=1[NH:15][C:16]1[N:21]=[C:20]([CH2:22][CH2:23][C:24]2[CH:29]=[CH:28][CH:27]=[CH:26][C:25]=2[CH2:30][C:31]([O:33][CH3:34])=[O:32])[C:19]([C:35]([F:36])([F:37])[F:38])=[CH:18][N:17]=1. The yield is 0.590.